From a dataset of Forward reaction prediction with 1.9M reactions from USPTO patents (1976-2016). Predict the product of the given reaction. (1) Given the reactants [C:1]1([C:7]2[C:8](=[O:12])[O:9][CH2:10][CH:11]=2)[CH:6]=[CH:5][CH:4]=[CH:3][CH:2]=1.CC(C)(O)[C:15]#[N:16].CN(C)C(=N)N(C)C.Cl, predict the reaction product. The product is: [O:12]=[C:8]1[O:9][CH2:10][CH:11]([C:15]#[N:16])[CH:7]1[C:1]1[CH:2]=[CH:3][CH:4]=[CH:5][CH:6]=1. (2) Given the reactants [CH2:1]([C:3]1[CH:8]=[C:7]([CH3:9])[CH:6]=[C:5]([CH2:10][CH3:11])[C:4]=1[C:12](=O)[C:13]([N:15]([CH3:30])[N:16]=[C:17]([CH3:29])[CH2:18][S:19]([C:22]1[CH:27]=[CH:26][C:25]([CH3:28])=[CH:24][CH:23]=1)(=[O:21])=[O:20])=[O:14])[CH3:2].C1(C)C=CC=CC=1.O.[OH-].[Li+].S(=O)(=O)(O)O, predict the reaction product. The product is: [CH2:1]([C:3]1[CH:8]=[C:7]([CH3:9])[CH:6]=[C:5]([CH2:10][CH3:11])[C:4]=1[C:12]1[C:13](=[O:14])[N:15]([CH3:30])[N:16]=[C:17]([CH3:29])[C:18]=1[S:19]([C:22]1[CH:27]=[CH:26][C:25]([CH3:28])=[CH:24][CH:23]=1)(=[O:21])=[O:20])[CH3:2]. (3) The product is: [Br:1][C:2]1[CH:3]=[C:4]([S:8]([CH2:11][C:12]([NH2:16])=[O:14])(=[O:10])=[O:9])[CH:5]=[CH:6][CH:7]=1. Given the reactants [Br:1][C:2]1[CH:3]=[C:4]([S:8]([CH2:11][C:12]([O:14]C)=O)(=[O:10])=[O:9])[CH:5]=[CH:6][CH:7]=1.[NH3:16], predict the reaction product. (4) Given the reactants [F:1][C:2]([F:40])([F:39])[C:3]1[CH:4]=[CH:5][C:6]([O:9][C:10]2[CH:15]=[CH:14][C:13]([O:16][C:17]([N:19]3[CH2:24][CH2:23][CH:22]([CH2:25][O:26][C:27]4[CH:32]=[CH:31][C:30]([C:33]([O:35]CC=C)=[O:34])=[CH:29][CH:28]=4)[CH2:21][CH2:20]3)=[O:18])=[CH:12][CH:11]=2)=[N:7][CH:8]=1, predict the reaction product. The product is: [F:40][C:2]([F:1])([F:39])[C:3]1[CH:4]=[CH:5][C:6]([O:9][C:10]2[CH:15]=[CH:14][C:13]([O:16][C:17]([N:19]3[CH2:24][CH2:23][CH:22]([CH2:25][O:26][C:27]4[CH:28]=[CH:29][C:30]([C:33]([OH:35])=[O:34])=[CH:31][CH:32]=4)[CH2:21][CH2:20]3)=[O:18])=[CH:12][CH:11]=2)=[N:7][CH:8]=1.